From a dataset of NCI-60 drug combinations with 297,098 pairs across 59 cell lines. Regression. Given two drug SMILES strings and cell line genomic features, predict the synergy score measuring deviation from expected non-interaction effect. Drug 1: CN(C)N=NC1=C(NC=N1)C(=O)N. Drug 2: C1C(C(OC1N2C=NC(=NC2=O)N)CO)O. Cell line: HT29. Synergy scores: CSS=17.8, Synergy_ZIP=-4.26, Synergy_Bliss=2.78, Synergy_Loewe=-2.93, Synergy_HSA=3.90.